Dataset: NCI-60 drug combinations with 297,098 pairs across 59 cell lines. Task: Regression. Given two drug SMILES strings and cell line genomic features, predict the synergy score measuring deviation from expected non-interaction effect. (1) Drug 1: CN1CCC(CC1)COC2=C(C=C3C(=C2)N=CN=C3NC4=C(C=C(C=C4)Br)F)OC. Drug 2: C(CCl)NC(=O)N(CCCl)N=O. Cell line: MDA-MB-231. Synergy scores: CSS=19.7, Synergy_ZIP=-1.79, Synergy_Bliss=0.857, Synergy_Loewe=-0.0403, Synergy_HSA=1.28. (2) Drug 1: CC12CCC(CC1=CCC3C2CCC4(C3CC=C4C5=CN=CC=C5)C)O. Synergy scores: CSS=26.8, Synergy_ZIP=6.97, Synergy_Bliss=8.93, Synergy_Loewe=-25.2, Synergy_HSA=8.76. Cell line: NCI-H460. Drug 2: CC1CCC2CC(C(=CC=CC=CC(CC(C(=O)C(C(C(=CC(C(=O)CC(OC(=O)C3CCCCN3C(=O)C(=O)C1(O2)O)C(C)CC4CCC(C(C4)OC)O)C)C)O)OC)C)C)C)OC. (3) Drug 1: C1C(C(OC1N2C=NC3=C(N=C(N=C32)Cl)N)CO)O. Drug 2: C1=NC2=C(N=C(N=C2N1C3C(C(C(O3)CO)O)F)Cl)N. Cell line: HOP-62. Synergy scores: CSS=24.8, Synergy_ZIP=1.03, Synergy_Bliss=1.45, Synergy_Loewe=-20.5, Synergy_HSA=5.74. (4) Synergy scores: CSS=59.9, Synergy_ZIP=-1.23, Synergy_Bliss=-2.86, Synergy_Loewe=-12.6, Synergy_HSA=1.75. Drug 1: CC1=C2C(C(=O)C3(C(CC4C(C3C(C(C2(C)C)(CC1OC(=O)C(C(C5=CC=CC=C5)NC(=O)OC(C)(C)C)O)O)OC(=O)C6=CC=CC=C6)(CO4)OC(=O)C)OC)C)OC. Cell line: K-562. Drug 2: C1=NC2=C(N=C(N=C2N1C3C(C(C(O3)CO)O)F)Cl)N. (5) Drug 1: CC=C1C(=O)NC(C(=O)OC2CC(=O)NC(C(=O)NC(CSSCCC=C2)C(=O)N1)C(C)C)C(C)C. Drug 2: CS(=O)(=O)CCNCC1=CC=C(O1)C2=CC3=C(C=C2)N=CN=C3NC4=CC(=C(C=C4)OCC5=CC(=CC=C5)F)Cl. Cell line: NCI-H226. Synergy scores: CSS=49.6, Synergy_ZIP=-0.431, Synergy_Bliss=0.505, Synergy_Loewe=-72.0, Synergy_HSA=1.09.